This data is from Catalyst prediction with 721,799 reactions and 888 catalyst types from USPTO. The task is: Predict which catalyst facilitates the given reaction. (1) Reactant: [S:1]1[C:5]2[CH:6]=[CH:7][CH:8]=[CH:9][C:4]=2[N:3]=[C:2]1[C:10]1[C:18]2[CH2:17][CH2:16][N:15](C(OC(C)(C)C)=O)[CH2:14][C:13]=2[S:12][C:11]=1[NH:26][C:27]([CH:29]1[CH2:31][CH2:30]1)=[O:28].[F:32][C:33]([F:38])([F:37])[C:34]([OH:36])=[O:35]. The catalyst class is: 268. Product: [F:32][C:33]([F:38])([F:37])[C:34]([O-:36])=[O:35].[S:1]1[C:5]2[CH:6]=[CH:7][CH:8]=[CH:9][C:4]=2[N:3]=[C:2]1[C:10]1[C:18]2[CH2:17][CH2:16][NH2+:15][CH2:14][C:13]=2[S:12][C:11]=1[NH:26][C:27]([CH:29]1[CH2:30][CH2:31]1)=[O:28]. (2) Reactant: [NH:1]([C:3]1[N:8]=[CH:7][CH:6]=[CH:5][N:4]=1)[NH2:2].C(N(CC)CC)C.C[O:17][C:18](=O)[N:19]=[C:20](SC)[C:21]([C:35]1[CH:36]=[C:37]([O:46][CH3:47])[C:38]2[O:43][CH2:42][O:41][CH2:40][C:39]=2[C:44]=1[F:45])=[N:22][C:23]1[CH:28]=[CH:27][C:26]([C:29]2[N:33]=[C:32]([CH3:34])[O:31][N:30]=2)=[CH:25][CH:24]=1. Product: [F:45][C:44]1[C:39]2[CH2:40][O:41][CH2:42][O:43][C:38]=2[C:37]([O:46][CH3:47])=[CH:36][C:35]=1[CH:21]([NH:22][C:23]1[CH:24]=[CH:25][C:26]([C:29]2[N:33]=[C:32]([CH3:34])[O:31][N:30]=2)=[CH:27][CH:28]=1)[C:20]1[NH:19][C:18](=[O:17])[N:1]([C:3]2[N:8]=[CH:7][CH:6]=[CH:5][N:4]=2)[N:2]=1. The catalyst class is: 3. (3) Reactant: [C:1]([N:8]1[CH2:13][CH2:12][NH:11][CH2:10][CH2:9]1)([O:3][C:4]([CH3:7])([CH3:6])[CH3:5])=[O:2].[CH3:14][S:15](Cl)(=[O:17])=[O:16].C(N(CC)CC)C. Product: [C:4]([O:3][C:1]([N:8]1[CH2:9][CH2:10][N:11]([S:15]([CH3:14])(=[O:17])=[O:16])[CH2:12][CH2:13]1)=[O:2])([CH3:7])([CH3:6])[CH3:5]. The catalyst class is: 4. (4) Reactant: [OH-].[K+].[CH3:3][O:4][C:5]1[CH:10]=[C:9]([CH3:11])[C:8]([S:12]([N:15]2[CH2:20][CH2:19][N:18]3[CH:21]=[CH:22][CH:23]=[C:17]3[CH:16]2[CH2:24][O:25][CH2:26][C:27]([O:29]CC)=[O:28])(=[O:14])=[O:13])=[C:7]([CH3:32])[CH:6]=1.O. Product: [CH3:3][O:4][C:5]1[CH:10]=[C:9]([CH3:11])[C:8]([S:12]([N:15]2[CH2:20][CH2:19][N:18]3[CH:21]=[CH:22][CH:23]=[C:17]3[CH:16]2[CH2:24][O:25][CH2:26][C:27]([OH:29])=[O:28])(=[O:14])=[O:13])=[C:7]([CH3:32])[CH:6]=1. The catalyst class is: 645.